Dataset: Full USPTO retrosynthesis dataset with 1.9M reactions from patents (1976-2016). Task: Predict the reactants needed to synthesize the given product. Given the product [CH3:12][C@H:11]1[C:3]2[C:2]([N:31]3[CH2:30][CH2:29][CH:28]([C:18]4[N:19]([CH2:21][CH2:22][N:23]5[CH2:24][CH2:25][CH2:26][CH2:27]5)[CH:20]=[C:16]([C:15]([F:34])([F:35])[F:14])[N:17]=4)[CH2:33][CH2:32]3)=[N:7][CH:6]=[N:5][C:4]=2[NH:8][C:9](=[O:13])[CH2:10]1, predict the reactants needed to synthesize it. The reactants are: Cl[C:2]1[C:3]2[C@H:11]([CH3:12])[CH2:10][C:9](=[O:13])[NH:8][C:4]=2[N:5]=[CH:6][N:7]=1.[F:14][C:15]([F:35])([F:34])[C:16]1[N:17]=[C:18]([CH:28]2[CH2:33][CH2:32][NH:31][CH2:30][CH2:29]2)[N:19]([CH2:21][CH2:22][N:23]2[CH2:27][CH2:26][CH2:25][CH2:24]2)[CH:20]=1.C(N(CC)CC)C.